Task: Predict which catalyst facilitates the given reaction.. Dataset: Catalyst prediction with 721,799 reactions and 888 catalyst types from USPTO (1) Reactant: [Cl:1][C:2]1[CH:7]=[C:6]([F:8])[CH:5]=[CH:4][C:3]=1[S:9]([NH:12][C@@H:13]([CH2:25][OH:26])[CH2:14][CH2:15][CH2:16][NH:17]C(=O)OC(C)(C)C)(=[O:11])=[O:10].Cl. Product: [NH2:17][CH2:16][CH2:15][CH2:14][C@@H:13]([NH:12][S:9]([C:3]1[CH:4]=[CH:5][C:6]([F:8])=[CH:7][C:2]=1[Cl:1])(=[O:11])=[O:10])[CH2:25][OH:26]. The catalyst class is: 135. (2) Reactant: N[C:2]1[N:7]=[CH:6][C:5]([C:8]2[CH:13]=[CH:12][C:11]([C@@H:14]([N:16]3[CH2:21][CH2:20][C@@:19]([C:26]4[CH:31]=[CH:30][C:29]([F:32])=[CH:28][CH:27]=4)([CH2:22][CH2:23][CH2:24][OH:25])[O:18][C:17]3=[O:33])[CH3:15])=[CH:10][CH:9]=2)=[CH:4][CH:3]=1.N([O-])=[O:35].[Na+].[OH-].[Na+]. Product: [F:32][C:29]1[CH:28]=[CH:27][C:26]([C@:19]2([CH2:22][CH2:23][CH2:24][OH:25])[O:18][C:17](=[O:33])[N:16]([C@H:14]([C:11]3[CH:12]=[CH:13][C:8]([C:5]4[CH:4]=[CH:3][C:2](=[O:35])[NH:7][CH:6]=4)=[CH:9][CH:10]=3)[CH3:15])[CH2:21][CH2:20]2)=[CH:31][CH:30]=1. The catalyst class is: 82. (3) Reactant: [C:1]([C:3]1[CH:8]=[CH:7][C:6]([OH:9])=[CH:5][CH:4]=1)#[N:2].C(=O)([O-])[O-].[K+].[K+].Br[CH2:17][C:18]#[N:19]. Product: [C:18]([CH2:17][O:9][C:6]1[CH:7]=[CH:8][C:3]([C:1]#[N:2])=[CH:4][CH:5]=1)#[N:19]. The catalyst class is: 21. (4) Reactant: [NH2:1][C:2]1[CH:10]=[CH:9][C:5]([C:6]([OH:8])=O)=[CH:4][C:3]=1[F:11].[NH2:12][CH:13]1[CH2:18][CH2:17][N:16]([CH3:19])[CH2:15][CH2:14]1.CN(C(ON1N=NC2C=CC=NC1=2)=[N+](C)C)C.F[P-](F)(F)(F)(F)F.CCN(C(C)C)C(C)C. Product: [NH2:1][C:2]1[CH:10]=[CH:9][C:5]([C:6]([NH:12][CH:13]2[CH2:18][CH2:17][N:16]([CH3:19])[CH2:15][CH2:14]2)=[O:8])=[CH:4][C:3]=1[F:11]. The catalyst class is: 475.